From a dataset of CYP2D6 inhibition data for predicting drug metabolism from PubChem BioAssay. Regression/Classification. Given a drug SMILES string, predict its absorption, distribution, metabolism, or excretion properties. Task type varies by dataset: regression for continuous measurements (e.g., permeability, clearance, half-life) or binary classification for categorical outcomes (e.g., BBB penetration, CYP inhibition). Dataset: cyp2d6_veith. The molecule is COc1cccc(-c2ccc3ncnc(NCc4ccccc4)c3c2)c1. The result is 1 (inhibitor).